Dataset: NCI-60 drug combinations with 297,098 pairs across 59 cell lines. Task: Regression. Given two drug SMILES strings and cell line genomic features, predict the synergy score measuring deviation from expected non-interaction effect. (1) Drug 1: CC1=C2C(C(=O)C3(C(CC4C(C3C(C(C2(C)C)(CC1OC(=O)C(C(C5=CC=CC=C5)NC(=O)OC(C)(C)C)O)O)OC(=O)C6=CC=CC=C6)(CO4)OC(=O)C)O)C)O. Drug 2: CC1CCC2CC(C(=CC=CC=CC(CC(C(=O)C(C(C(=CC(C(=O)CC(OC(=O)C3CCCCN3C(=O)C(=O)C1(O2)O)C(C)CC4CCC(C(C4)OC)OCCO)C)C)O)OC)C)C)C)OC. Cell line: SF-295. Synergy scores: CSS=7.29, Synergy_ZIP=-3.51, Synergy_Bliss=-4.54, Synergy_Loewe=-2.18, Synergy_HSA=-3.48. (2) Drug 1: CCCS(=O)(=O)NC1=C(C(=C(C=C1)F)C(=O)C2=CNC3=C2C=C(C=N3)C4=CC=C(C=C4)Cl)F. Drug 2: C1CC(=O)NC(=O)C1N2C(=O)C3=CC=CC=C3C2=O. Cell line: SK-MEL-28. Synergy scores: CSS=31.6, Synergy_ZIP=1.80, Synergy_Bliss=2.25, Synergy_Loewe=-26.1, Synergy_HSA=1.11. (3) Drug 1: CC12CCC3C(C1CCC2O)C(CC4=C3C=CC(=C4)O)CCCCCCCCCS(=O)CCCC(C(F)(F)F)(F)F. Drug 2: C1=NNC2=C1C(=O)NC=N2. Cell line: SK-MEL-5. Synergy scores: CSS=0.459, Synergy_ZIP=-3.82, Synergy_Bliss=-7.53, Synergy_Loewe=-4.91, Synergy_HSA=-3.60. (4) Drug 1: CC1=C2C(C(=O)C3(C(CC4C(C3C(C(C2(C)C)(CC1OC(=O)C(C(C5=CC=CC=C5)NC(=O)OC(C)(C)C)O)O)OC(=O)C6=CC=CC=C6)(CO4)OC(=O)C)OC)C)OC. Drug 2: C1CN1P(=S)(N2CC2)N3CC3. Cell line: HCT116. Synergy scores: CSS=27.2, Synergy_ZIP=-14.4, Synergy_Bliss=-23.6, Synergy_Loewe=-30.6, Synergy_HSA=-19.7. (5) Drug 1: CC1C(C(CC(O1)OC2CC(CC3=C2C(=C4C(=C3O)C(=O)C5=C(C4=O)C(=CC=C5)OC)O)(C(=O)C)O)N)O.Cl. Drug 2: C1=NNC2=C1C(=O)NC=N2. Cell line: HT29. Synergy scores: CSS=19.1, Synergy_ZIP=3.31, Synergy_Bliss=8.74, Synergy_Loewe=-11.9, Synergy_HSA=5.43. (6) Drug 1: CC1=C2C(C(=O)C3(C(CC4C(C3C(C(C2(C)C)(CC1OC(=O)C(C(C5=CC=CC=C5)NC(=O)OC(C)(C)C)O)O)OC(=O)C6=CC=CC=C6)(CO4)OC(=O)C)OC)C)OC. Drug 2: CC1=C(C(CCC1)(C)C)C=CC(=CC=CC(=CC(=O)O)C)C. Cell line: KM12. Synergy scores: CSS=44.4, Synergy_ZIP=-4.54, Synergy_Bliss=-4.66, Synergy_Loewe=-11.5, Synergy_HSA=0.492. (7) Drug 1: C1=CC(=C2C(=C1NCCNCCO)C(=O)C3=C(C=CC(=C3C2=O)O)O)NCCNCCO. Drug 2: C1=NC2=C(N=C(N=C2N1C3C(C(C(O3)CO)O)O)F)N. Cell line: MCF7. Synergy scores: CSS=21.8, Synergy_ZIP=0.527, Synergy_Bliss=-1.15, Synergy_Loewe=-26.2, Synergy_HSA=-2.45. (8) Drug 1: CC1=C(C(CCC1)(C)C)C=CC(=CC=CC(=CC(=O)O)C)C. Drug 2: COC1=C2C(=CC3=C1OC=C3)C=CC(=O)O2. Cell line: MALME-3M. Synergy scores: CSS=13.6, Synergy_ZIP=-6.94, Synergy_Bliss=-3.33, Synergy_Loewe=-8.74, Synergy_HSA=-3.81. (9) Drug 1: C1=NC2=C(N=C(N=C2N1C3C(C(C(O3)CO)O)O)F)N. Drug 2: C1CCC(C(C1)N)N.C(=O)(C(=O)[O-])[O-].[Pt+4]. Cell line: SF-539. Synergy scores: CSS=13.6, Synergy_ZIP=-6.76, Synergy_Bliss=0.737, Synergy_Loewe=-13.0, Synergy_HSA=-2.13. (10) Drug 1: CCC(=C(C1=CC=CC=C1)C2=CC=C(C=C2)OCCN(C)C)C3=CC=CC=C3.C(C(=O)O)C(CC(=O)O)(C(=O)O)O. Drug 2: CCN(CC)CCCC(C)NC1=C2C=C(C=CC2=NC3=C1C=CC(=C3)Cl)OC. Cell line: NCI-H226. Synergy scores: CSS=7.31, Synergy_ZIP=-1.62, Synergy_Bliss=-0.633, Synergy_Loewe=-21.5, Synergy_HSA=-1.72.